This data is from Catalyst prediction with 721,799 reactions and 888 catalyst types from USPTO. The task is: Predict which catalyst facilitates the given reaction. (1) Reactant: [C:1]([OH:7])(=[O:6])[CH2:2][C:3]([OH:5])=[O:4].S(=O)(=O)(O)O.[CH2:13]([CH:15]1CCC(=O)CC1)[CH3:14]. Product: [CH3:14][C:13]1([CH3:15])[O:7][C:1](=[O:6])[CH2:2][C:3](=[O:5])[O:4]1. The catalyst class is: 152. (2) Reactant: [Cl:1][C:2]1[C:3]([OH:36])=[C:4]([CH:8]=[C:9]([C:11]2[CH:12]=[C:13]3[C:19]([C:20]4[CH:25]=[CH:24][CH:23]=[CH:22][C:21]=4[O:26][CH3:27])=[N:18][N:17](COCC[Si](C)(C)C)[C:14]3=[N:15][CH:16]=2)[CH:10]=1)[C:5]([OH:7])=[O:6].Cl(O)(=O)(=O)=O.O. Product: [Cl:1][C:2]1[C:3]([OH:36])=[C:4]([CH:8]=[C:9]([C:11]2[CH:12]=[C:13]3[C:19]([C:20]4[CH:25]=[CH:24][CH:23]=[CH:22][C:21]=4[O:26][CH3:27])=[N:18][NH:17][C:14]3=[N:15][CH:16]=2)[CH:10]=1)[C:5]([OH:7])=[O:6]. The catalyst class is: 15. (3) Reactant: [CH3:1][C:2]1([CH3:17])[C:10]2[C:5](=[CH:6][C:7]([N:11]3[CH2:16][CH2:15][O:14][CH2:13][CH2:12]3)=[CH:8][CH:9]=2)[NH:4][CH2:3]1.Cl[C:19]1[C:28]2[C:23](=[C:24]([Cl:30])[CH:25]=[C:26]([CH3:29])[CH:27]=2)[N:22]=[C:21]([CH3:31])[C:20]=1[CH3:32].C(=O)([O-])[O-].[Cs+].[Cs+].C1C=CC(P(C2C(C3C(P(C4C=CC=CC=4)C4C=CC=CC=4)=CC=C4C=3C=CC=C4)=C3C(C=CC=C3)=CC=2)C2C=CC=CC=2)=CC=1. Product: [Cl:30][C:24]1[CH:25]=[C:26]([CH3:29])[CH:27]=[C:28]2[C:23]=1[N:22]=[C:21]([CH3:31])[C:20]([CH3:32])=[C:19]2[N:4]1[C:5]2[C:10](=[CH:9][CH:8]=[C:7]([N:11]3[CH2:16][CH2:15][O:14][CH2:13][CH2:12]3)[CH:6]=2)[C:2]([CH3:17])([CH3:1])[CH2:3]1. The catalyst class is: 102. (4) Reactant: Cl[C:2]1[CH:7]=[C:6]([O:8][CH:9]([C:14]2[CH:19]=[CH:18][CH:17]=[CH:16][C:15]=2[C:20]2[O:21][C:22]([CH2:25][N:26]([CH3:28])[CH3:27])=[CH:23][CH:24]=2)[C:10]([F:13])([F:12])[F:11])[N:5]=[C:4]([NH2:29])[N:3]=1.B([C:33]1[CH:44]=[CH:43][C:36]([CH2:37][C@@H:38]([C:40]([OH:42])=[O:41])[NH2:39])=[CH:35][CH:34]=1)(O)O.C(#N)C.C(=O)([O-])[O-].[Na+].[Na+]. Product: [NH2:39][C@@H:38]([CH2:37][C:36]1[CH:43]=[CH:44][C:33]([C:2]2[CH:7]=[C:6]([O:8][CH:9]([C:14]3[CH:19]=[CH:18][CH:17]=[CH:16][C:15]=3[C:20]3[O:21][C:22]([CH2:25][N:26]([CH3:28])[CH3:27])=[CH:23][CH:24]=3)[C:10]([F:13])([F:12])[F:11])[N:5]=[C:4]([NH2:29])[N:3]=2)=[CH:34][CH:35]=1)[C:40]([OH:42])=[O:41]. The catalyst class is: 189. (5) Reactant: [NH2:1][C:2]1[CH:10]=[CH:9][C:5]([C:6]([OH:8])=[O:7])=[CH:4][C:3]=1[OH:11].[C:12](OC)(OC)(OC)[CH3:13]. Product: [CH3:12][C:13]1[O:11][C:3]2[CH:4]=[C:5]([C:6]([OH:8])=[O:7])[CH:9]=[CH:10][C:2]=2[N:1]=1. The catalyst class is: 5. (6) Reactant: [C:1]([O:5][C:6]([NH:8][CH:9]([CH2:15][C:16]1[CH:21]=[CH:20][CH:19]=[CH:18][CH:17]=1)[C@H:10]([OH:14])[C:11](O)=[O:12])=[O:7])([CH3:4])([CH3:3])[CH3:2].Cl.CN.[CH:25]([N:28](CC)C(C)C)(C)C.CN(C(ON1N=NC2C=CC=NC1=2)=[N+](C)C)C.F[P-](F)(F)(F)(F)F. Product: [C:1]([O:5][C:6](=[O:7])[NH:8][C@@H:9]([CH2:15][C:16]1[CH:21]=[CH:20][CH:19]=[CH:18][CH:17]=1)[CH:10]([OH:14])[C:11](=[O:12])[NH:28][CH3:25])([CH3:4])([CH3:3])[CH3:2]. The catalyst class is: 4. (7) Reactant: [O:1]=[C:2]1[C:7]([C:8]([NH:10][CH2:11][CH2:12][C:13](OCC)=O)=[O:9])=[CH:6][C:5]([C:18]2[CH:23]=[CH:22][N:21]=[CH:20][CH:19]=2)=[N:4][NH:3]1.O=[C:25]1[C:30]([C:31]([OH:33])=O)=CC(C2C=CN=CC=2)=NN1.ON1C2C=CC=C[C:44]=2N=N1.C(N(CC)C(C)C)(C)C.CN(C(ON1N=NC2C=CC=NC1=2)=[N+](C)C)C.F[P-](F)(F)(F)(F)F. Product: [OH:33][C:31]1[CH:44]=[CH:13][C:12]([CH2:11][NH:10][C:8]([C:7]2[C:2](=[O:1])[NH:3][N:4]=[C:5]([C:18]3[CH:19]=[CH:20][N:21]=[CH:22][CH:23]=3)[CH:6]=2)=[O:9])=[CH:25][CH:30]=1. The catalyst class is: 9.